This data is from Peptide-MHC class II binding affinity with 134,281 pairs from IEDB. The task is: Regression. Given a peptide amino acid sequence and an MHC pseudo amino acid sequence, predict their binding affinity value. This is MHC class II binding data. (1) The peptide sequence is QQLLFIHFRIGCRHSRIG. The MHC is HLA-DPA10103-DPB10401 with pseudo-sequence HLA-DPA10103-DPB10401. The binding affinity (normalized) is 0.625. (2) The peptide sequence is DIFTNSRGKRASKGN. The MHC is DRB1_1101 with pseudo-sequence DRB1_1101. The binding affinity (normalized) is 0.518. (3) The peptide sequence is SEFAYGSFVRTVSLP. The MHC is DRB1_0101 with pseudo-sequence DRB1_0101. The binding affinity (normalized) is 0.556. (4) The peptide sequence is SQDLELSANLNGLQAY. The MHC is DRB1_0401 with pseudo-sequence DRB1_0401. The binding affinity (normalized) is 0.654. (5) The MHC is DRB1_0101 with pseudo-sequence DRB1_0101. The binding affinity (normalized) is 0.286. The peptide sequence is TESFVRKQKYKLSHS. (6) The peptide sequence is EKKYFAATQFEQLAA. The MHC is HLA-DPA10201-DPB11401 with pseudo-sequence HLA-DPA10201-DPB11401. The binding affinity (normalized) is 0.825.